From a dataset of Catalyst prediction with 721,799 reactions and 888 catalyst types from USPTO. Predict which catalyst facilitates the given reaction. (1) Reactant: [NH2:1][C:2]1[CH:7]=[C:6]([C:8]([OH:10])=[O:9])[CH:5]=[CH:4][C:3]=1[S:11][C:12]1[CH:20]=[CH:19][C:18]([Cl:21])=[CH:17][C:13]=1[C:14](O)=[O:15]. Product: [Cl:21][C:18]1[CH:19]=[CH:20][C:12]2[S:11][C:3]3[CH:4]=[CH:5][C:6]([C:8]([OH:10])=[O:9])=[CH:7][C:2]=3[NH:1][C:14](=[O:15])[C:13]=2[CH:17]=1. The catalyst class is: 1. (2) The catalyst class is: 7. Reactant: [Cl:1][C:2]1[CH:7]=[CH:6][C:5]([C:8]2[N:12]([C:13]3[CH:18]=[CH:17][C:16]([Cl:19])=[CH:15][C:14]=3[Cl:20])[N:11]=[C:10]([C:21]([N:23]3[CH2:28][CH2:27][C:26]([C:30]4[CH:35]=[CH:34][CH:33]=[CH:32][CH:31]=4)([NH2:29])[CH2:25][CH2:24]3)=[O:22])[C:9]=2[CH3:36])=[CH:4][CH:3]=1.[CH3:37][S:38](Cl)(=[O:40])=[O:39].C(N(CC)CC)C. Product: [Cl:1][C:2]1[CH:7]=[CH:6][C:5]([C:8]2[N:12]([C:13]3[CH:18]=[CH:17][C:16]([Cl:19])=[CH:15][C:14]=3[Cl:20])[N:11]=[C:10]([C:21]([N:23]3[CH2:24][CH2:25][C:26]([NH:29][S:38]([CH3:37])(=[O:40])=[O:39])([C:30]4[CH:31]=[CH:32][CH:33]=[CH:34][CH:35]=4)[CH2:27][CH2:28]3)=[O:22])[C:9]=2[CH3:36])=[CH:4][CH:3]=1.